Dataset: Reaction yield outcomes from USPTO patents with 853,638 reactions. Task: Predict the reaction yield, written as a fraction of the theoretical maximum amount of product (1.0 means a 100% yield; for example, 0.34 means a 34% yield). (1) The reactants are [C:1]([O:7][C:8]([CH3:11])([CH3:10])[CH3:9])(=[O:6])[CH2:2][C:3]([CH3:5])=O.[N+:12]([C:15]1[CH:22]=[CH:21][CH:20]=[CH:19][C:16]=1[CH:17]=O)([O-:14])=[O:13].[NH4+:23].[OH-:24]. The catalyst is CCO. The product is [CH3:5][C:3]1[NH:23][C:3]([CH3:5])=[C:2]([C:1]([O:7][C:8]([CH3:11])([CH3:10])[CH3:9])=[O:24])[CH:17]([C:16]2[CH:19]=[CH:20][CH:21]=[CH:22][C:15]=2[N+:12]([O-:14])=[O:13])[C:2]=1[C:1]([O:7][C:8]([CH3:11])([CH3:10])[CH3:9])=[O:6]. The yield is 0.0900. (2) The reactants are Br[C:2]1[CH:3]=[CH:4][CH:5]=[C:6]2[C:10]=1[C:9](=[O:11])[N:8]([CH2:12][CH2:13][C:14]1[N:15]=[C:16]3[CH:21]=[CH:20][CH:19]=[CH:18][N:17]3[CH:22]=1)[CH2:7]2.[N:23]1[CH:28]=[CH:27][CH:26]=[C:25](B(O)O)[CH:24]=1.C([O-])([O-])=O.[Cs+].[Cs+]. The catalyst is CN(C=O)C.C1C=CC(P(C2C=CC=CC=2)[C-]2C=CC=C2)=CC=1.C1C=CC(P(C2C=CC=CC=2)[C-]2C=CC=C2)=CC=1.Cl[Pd]Cl.[Fe+2]. The product is [N:15]1[C:14]([CH2:13][CH2:12][N:8]2[CH2:7][C:6]3[C:10](=[C:2]([C:25]4[CH:24]=[N:23][CH:28]=[CH:27][CH:26]=4)[CH:3]=[CH:4][CH:5]=3)[C:9]2=[O:11])=[CH:22][N:17]2[CH:18]=[CH:19][CH:20]=[CH:21][C:16]=12. The yield is 0.259. (3) The reactants are [S:1]1[C:5]2[CH:6]=[CH:7][CH:8]=[CH:9][C:4]=2[N:3]=[C:2]1[C:10](=[C:13]([C:15]1[O:16][CH:17]=[CH:18][CH:19]=1)O)[C:11]#[N:12].O=P(Cl)(Cl)[Cl:22]. No catalyst specified. The product is [S:1]1[C:5]2[CH:6]=[CH:7][CH:8]=[CH:9][C:4]=2[N:3]=[C:2]1[C:10](=[C:13]([Cl:22])[C:15]1[O:16][CH:17]=[CH:18][CH:19]=1)[C:11]#[N:12]. The yield is 0.940. (4) The reactants are [N+:1]([C:4]1[CH:8]=[N:7][NH:6][C:5]=1[NH2:9])([O-:3])=[O:2].[CH2:10]([N:14]([C:26]1[CH:31]=[CH:30][CH:29]=[C:28]([C:32](=O)[CH:33]=[CH:34]N(C)C)[CH:27]=1)[S:15]([C:18]1[CH:23]=[CH:22][C:21]([O:24][CH3:25])=[CH:20][CH:19]=1)(=[O:17])=[O:16])[CH2:11][CH2:12][CH3:13].C(OCC)(=O)C. The catalyst is C(O)(=O)C. The product is [CH2:10]([N:14]([C:26]1[CH:31]=[CH:30][CH:29]=[C:28]([C:32]2[N:6]3[N:7]=[CH:8][C:4]([N+:1]([O-:3])=[O:2])=[C:5]3[N:9]=[CH:34][CH:33]=2)[CH:27]=1)[S:15]([C:18]1[CH:23]=[CH:22][C:21]([O:24][CH3:25])=[CH:20][CH:19]=1)(=[O:16])=[O:17])[CH2:11][CH2:12][CH3:13]. The yield is 0.490. (5) The reactants are [Cl:1][C:2]([Cl:32])([Cl:31])[CH2:3][O:4][C:5](=[O:30])[CH:6]([S:18]([CH2:21][CH2:22][C:23]1[CH:28]=[CH:27][C:26]([F:29])=[CH:25][CH:24]=1)(=[O:20])=[O:19])[CH2:7][C:8]1[CH:13]=[CH:12][C:11]([CH2:14][C:15]([OH:17])=[O:16])=[CH:10][CH:9]=1.CN(C(ON1N=NC2C=CC=CC1=2)=[N+](C)C)C.[B-](F)(F)(F)F.CN1CCOCC1.[F:62][C:63]([F:73])([F:72])[C:64]1[CH:71]=[CH:70][C:67]([CH2:68]O)=[CH:66][CH:65]=1. The catalyst is CN(C=O)C.CCOC(C)=O. The product is [Cl:32][C:2]([Cl:31])([Cl:1])[CH2:3][O:4][C:5](=[O:30])[CH:6]([S:18]([CH2:21][CH2:22][C:23]1[CH:24]=[CH:25][C:26]([F:29])=[CH:27][CH:28]=1)(=[O:20])=[O:19])[CH2:7][C:8]1[CH:9]=[CH:10][C:11]([CH2:14][C:15]([O:17][CH2:68][C:67]2[CH:66]=[CH:65][C:64]([C:63]([F:62])([F:72])[F:73])=[CH:71][CH:70]=2)=[O:16])=[CH:12][CH:13]=1. The yield is 1.02. (6) The reactants are [CH3:1][N:2]([CH3:32])[C:3]([C:5]1[N:26]([CH:27]2[CH2:31][CH2:30][CH2:29][CH2:28]2)[C:8]2[N:9]=[C:10]([NH:13][C:14]3[CH:19]=[CH:18][C:17]([N:20]4[CH2:25][CH2:24][NH:23][CH2:22][CH2:21]4)=[CH:16][N:15]=3)[N:11]=[CH:12][C:7]=2[CH:6]=1)=[O:4].[CH3:33][C:34]1([CH3:37])[CH2:36][O:35]1. No catalyst specified. The product is [CH3:1][N:2]([CH3:32])[C:3]([C:5]1[N:26]([CH:27]2[CH2:31][CH2:30][CH2:29][CH2:28]2)[C:8]2[N:9]=[C:10]([NH:13][C:14]3[CH:19]=[CH:18][C:17]([N:20]4[CH2:21][CH2:22][N:23]([CH2:33][C:34]([OH:35])([CH3:37])[CH3:36])[CH2:24][CH2:25]4)=[CH:16][N:15]=3)[N:11]=[CH:12][C:7]=2[CH:6]=1)=[O:4]. The yield is 0.290. (7) The reactants are C([SiH2][O:6][C:7](C)(C)[C:8]1[CH:9]=[C:10]([CH:15]([C:18]2[C:23]([CH2:24][CH3:25])=[C:22]([O:26][CH3:27])[N:21]=[C:20]([O:28][CH3:29])[N:19]=2)C#N)[CH:11]=[C:12]([CH3:14])[CH:13]=1)(C)(C)C.[H-].[Na+].O.C1(C)C=CC(S(O)(=O)=[O:42])=CC=1. The catalyst is CN(C=O)C.CO. The product is [CH2:24]([C:23]1[C:18]([C:15]([C:10]2[CH:11]=[C:12]([CH3:14])[CH:13]=[C:8]([CH2:7][OH:6])[CH:9]=2)=[O:42])=[N:19][C:20]([O:28][CH3:29])=[N:21][C:22]=1[O:26][CH3:27])[CH3:25]. The yield is 0.590. (8) The reactants are [CH2:1]([C@@H:5]1[NH:10][CH2:9][C@H:8]([CH2:11][CH:12]([CH3:14])[CH3:13])[NH:7][C:6]1=[O:15])[CH:2]([CH3:4])[CH3:3].Br[CH2:17][C:18]1[CH:23]=[C:22]([F:24])[CH:21]=[CH:20][C:19]=1[F:25].FC1C=CC(CN2C[C@H](CC(C)C)NC(=O)[C@@H]2CC(C)C)=C(C(F)(F)F)C=1. No catalyst specified. The product is [F:25][C:19]1[CH:20]=[CH:21][C:22]([F:24])=[CH:23][C:18]=1[CH2:17][N:10]1[CH2:9][C@H:8]([CH2:11][CH:12]([CH3:14])[CH3:13])[NH:7][C:6](=[O:15])[C@@H:5]1[CH2:1][CH:2]([CH3:4])[CH3:3]. The yield is 0.283. (9) The reactants are Cl.[Br:2][C:3]1[CH:8]=[CH:7][C:6]([NH:9][NH2:10])=[CH:5][CH:4]=1.[C:11]1(=O)[O:16][C:14](=[O:15])[C:13]2=[CH:17][CH:18]=[CH:19][CH:20]=[C:12]12. The catalyst is C(O)(=O)C. The product is [Br:2][C:3]1[CH:8]=[CH:7][C:6]([NH:9][N:10]2[C:14](=[O:15])[C:13]3[C:12](=[CH:20][CH:19]=[CH:18][CH:17]=3)[C:11]2=[O:16])=[CH:5][CH:4]=1. The yield is 0.840. (10) The catalyst is C(OCC)(=O)C. The reactants are [CH:1]([C:4]1[CH:9]=[CH:8][C:7]([C:10]2[C:14]3[C:15]([CH3:22])=[C:16]([NH2:21])[C:17]([CH3:20])=[C:18]([CH3:19])[C:13]=3[O:12][C:11]=2[CH3:23])=[CH:6][CH:5]=1)([CH3:3])[CH3:2].[C:24](Cl)(=[O:31])[C:25]1[CH:30]=[CH:29][CH:28]=[CH:27][CH:26]=1. The yield is 0.910. The product is [CH:1]([C:4]1[CH:9]=[CH:8][C:7]([C:10]2[C:14]3[C:15]([CH3:22])=[C:16]([NH:21][C:24](=[O:31])[C:25]4[CH:30]=[CH:29][CH:28]=[CH:27][CH:26]=4)[C:17]([CH3:20])=[C:18]([CH3:19])[C:13]=3[O:12][C:11]=2[CH3:23])=[CH:6][CH:5]=1)([CH3:3])[CH3:2].